From a dataset of Full USPTO retrosynthesis dataset with 1.9M reactions from patents (1976-2016). Predict the reactants needed to synthesize the given product. (1) Given the product [C:8]1([C:40]2[CH:45]=[CH:44][CH:43]=[CH:42][CH:41]=2)[CH:13]=[CH:12][CH:11]=[C:10]([NH:14][C:15]2[N:20]=[C:19]([N:21]3[CH2:22][CH2:23][C:24]4([CH2:28][NH:27][CH2:26][CH2:25]4)[CH2:36][CH2:37]3)[C:18]([C:38]#[N:39])=[CH:17][N:16]=2)[CH:9]=1, predict the reactants needed to synthesize it. The reactants are: C(O)(C(F)(F)F)=O.[C:8]1([C:40]2[CH:45]=[CH:44][CH:43]=[CH:42][CH:41]=2)[CH:13]=[CH:12][CH:11]=[C:10]([NH:14][C:15]2[N:20]=[C:19]([N:21]3[CH2:37][CH2:36][C:24]4([CH2:28][N:27](C(OC(C)(C)C)=O)[CH2:26][CH2:25]4)[CH2:23][CH2:22]3)[C:18]([C:38]#[N:39])=[CH:17][N:16]=2)[CH:9]=1. (2) Given the product [CH2:13]([NH:17][C:1](=[O:10])[O:2][CH2:3][C:4]1[CH:9]=[CH:8][CH:7]=[CH:6][CH:5]=1)/[CH:14]=[CH:15]/[CH3:16], predict the reactants needed to synthesize it. The reactants are: [C:1](Cl)(=[O:10])[O:2][CH2:3][C:4]1[CH:9]=[CH:8][CH:7]=[CH:6][CH:5]=1.Cl.[CH2:13]([NH2:17])/[CH:14]=[CH:15]/[CH3:16].CCN(C(C)C)C(C)C. (3) The reactants are: [F:1][C:2]1[CH:7]=[CH:6][C:5]([C@H:8]([NH:24][C:25]2[C:34]3[C:29](=[C:30]([C:35]([O:37]C)=O)[CH:31]=[CH:32][CH:33]=3)[N:28]=[C:27]([CH3:39])[N:26]=2)[CH2:9][N:10]([CH3:23])[S:11]([C:14]2[CH:19]=[CH:18][C:17]([N+:20]([O-:22])=[O:21])=[CH:16][CH:15]=2)(=[O:13])=[O:12])=[CH:4][CH:3]=1.[NH3:40]. Given the product [F:1][C:2]1[CH:7]=[CH:6][C:5]([C@H:8]([NH:24][C:25]2[C:34]3[C:29](=[C:30]([C:35]([NH2:40])=[O:37])[CH:31]=[CH:32][CH:33]=3)[N:28]=[C:27]([CH3:39])[N:26]=2)[CH2:9][N:10]([CH3:23])[S:11]([C:14]2[CH:15]=[CH:16][C:17]([N+:20]([O-:22])=[O:21])=[CH:18][CH:19]=2)(=[O:12])=[O:13])=[CH:4][CH:3]=1, predict the reactants needed to synthesize it. (4) Given the product [Cl:36][C:31]1[CH:32]=[CH:33][CH:34]=[CH:35][C:30]=1[C:12]1[C:11](=[O:37])[N:10]([CH2:9][CH2:8][C:5]2[CH:6]=[CH:7][C:2]([NH:1][C:38](=[O:41])[CH:39]=[CH2:40])=[CH:3][CH:4]=2)[C:15]2[N:16]=[C:17]([NH:20][CH2:21][CH2:22][CH2:23][CH2:24][N:25]([CH2:28][CH3:29])[CH2:26][CH3:27])[N:18]=[CH:19][C:14]=2[CH:13]=1, predict the reactants needed to synthesize it. The reactants are: [NH2:1][C:2]1[CH:7]=[CH:6][C:5]([CH2:8][CH2:9][N:10]2[C:15]3[N:16]=[C:17]([NH:20][CH2:21][CH2:22][CH2:23][CH2:24][N:25]([CH2:28][CH3:29])[CH2:26][CH3:27])[N:18]=[CH:19][C:14]=3[CH:13]=[C:12]([C:30]3[CH:35]=[CH:34][CH:33]=[CH:32][C:31]=3[Cl:36])[C:11]2=[O:37])=[CH:4][CH:3]=1.[C:38](Cl)(=[O:41])[CH:39]=[CH2:40]. (5) Given the product [NH2:1][C:2]1[C:7]2[CH:8]=[C:9]([Br:11])[S:10][C:6]=2[C:5]([C:12]([NH2:13])=[O:15])=[CH:4][N:3]=1, predict the reactants needed to synthesize it. The reactants are: [NH2:1][C:2]1[C:7]2[CH:8]=[C:9]([Br:11])[S:10][C:6]=2[C:5]([C:12]#[N:13])=[CH:4][N:3]=1.S(=O)(=O)(O)[OH:15]. (6) The reactants are: [CH2:1]([O:3][C:4]1[CH:13]=[CH:12][C:11]2[C:6](=[CH:7][CH:8]=[CH:9][CH:10]=2)[C:5]=1[C:14]([NH:16][CH:17]([CH2:27][C:28]1[CH:33]=[CH:32][C:31]([C:34]([F:37])([F:36])[F:35])=[CH:30][CH:29]=1)[C:18]([C:20]1[CH:25]=[CH:24][C:23]([F:26])=[CH:22][CH:21]=1)=[O:19])=[O:15])[CH3:2].[BH4-].[Na+].Cl. Given the product [CH2:1]([O:3][C:4]1[CH:13]=[CH:12][C:11]2[C:6](=[CH:7][CH:8]=[CH:9][CH:10]=2)[C:5]=1[C:14]([NH:16][CH:17]([CH2:27][C:28]1[CH:29]=[CH:30][C:31]([C:34]([F:37])([F:35])[F:36])=[CH:32][CH:33]=1)[CH:18]([C:20]1[CH:25]=[CH:24][C:23]([F:26])=[CH:22][CH:21]=1)[OH:19])=[O:15])[CH3:2], predict the reactants needed to synthesize it.